This data is from Experimentally validated miRNA-target interactions with 360,000+ pairs, plus equal number of negative samples. The task is: Binary Classification. Given a miRNA mature sequence and a target amino acid sequence, predict their likelihood of interaction. (1) Result: 0 (no interaction). The protein sequence of the target gene is MVVSTFTDMDTFPNNFPPGGDSGLTGSQSEFQKMLIDERLRCEHHKANYQTLKAEHTRLQNEHVKLQNELKHLFNEKQTQQEKLQLLLEELRGELVEKTKDLEEMKLQILTPQKLELLRAQIQQELETPMRERFRNLDEEVEKYRAVYNKLRYEHTFLKSEFEHQKEEYARILDEGKIKYESEIARLEEDKEELRNQLLNVDLTKDSKRVEQLAREKVYLCQKLKGLEAEVAELKAEKENSEAQVENAQRIQVRQLAEMQATVRSLEAEKQSANLRAERLEKELQSSSEQNTFLINKLHK.... The miRNA is mmu-miR-30b-5p with sequence UGUAAACAUCCUACACUCAGCU. (2) The miRNA is hsa-miR-548ad-5p with sequence AAAAGUAAUUGUGGUUUUUG. The protein sequence of the target gene is MLLAWVHTFLLSNMLLAEAYGSGGCFWDNGHLYREDQPSPAPGLRCLNWLAAQGSRESLTEPSPGNHNYCRNPDQDPRGPWCYISSETGVPEKRPCEDVSCPETTSQAPPPSSAMELEEKSGAPGDKEAQVFPPANALPARSEAAEVQPVIGISQLVRMNSKEKKDLGTLGYVLGITMMVIILAIGAGIIVGYTYKRGKDLKEQHEKKACEREMQRITLPLSAFTNPTCETVDENTIIVHSNQTPADVQEGSTLLTGQAGTPGA. Result: 0 (no interaction). (3) The miRNA is mmu-miR-6948-5p with sequence AGUUCAGACAGGACUGUGACAC. The protein sequence of the target gene is MRALAALSAPPNERLLPRDPAATRDPDAARPARRSAVERLAADRAKYVRGRPGTGRGVASEGSGPGAIKCPGNDPGPPARAPAPVARRAIARKPLRPDSLIIYRQKCEFVRGSGADGPRASLVKKLFQGPGKDKAPVPRTGDEGKAGNPETVPTTPGPAADPAIPETPAPAARSAAPSSVPAAPPGPEPRVVRRRGLQRSQSDLSSRYSAALAESDTFFQYCGLDPEVVEALGRENFTAGSDCVTLKVRSVSVATSGSGFSRHSGGDDEGLQEEELIEQVPSTTSVIERNARIIKWLYTC.... Result: 0 (no interaction). (4) The miRNA is hsa-miR-3195 with sequence CGCGCCGGGCCCGGGUU. The protein sequence of the target gene is MPGERPTDATVIPSAKRERKAITLDLKLEVLRRFEAGEKLSQIAKALDLAISTVATIRDSKEKIKASSQIATPLRASRLTRHRSAVMESMEQLLSLWLEDQSQPNATLSAAIVQEKAEFDDLQREHGEGSQTERFHASQGWLVRFKECHCLPHFKMNSAAPSNKDMYTEMLKSIIEEGEYTPQVSLT. Result: 0 (no interaction). (5) The miRNA is hsa-miR-876-3p with sequence UGGUGGUUUACAAAGUAAUUCA. Result: 0 (no interaction). The protein sequence of the target gene is MNLERLRKRVRQYLDQQQYQSALFWADKVASLSREEPQDIYWLAQCLYLTAQYHRAAHALRSRKLDKLYEACRYLAARCHYAAKEHQQALDVLDMEEPINKRLFEKYLKDESGFKDPSSDWEMSQSSIKSSICLLRGKIYDALDNRTLATYSYKEALKLDVYCFEAFDLLTSHHMLTAQEEKELLESLPLSKLCNEEQELLRFLFENKLKKYNKPSETVIPESVDGLQENLDVVVSLAERHYYNCDFKMCYKLTSVVMEKDPFHASCLPVHIGTLVELNKANELFYLSHKLVDLYPSNPV.... (6) The miRNA is hsa-miR-374c-3p with sequence CACUUAGCAGGUUGUAUUAUAU. The protein sequence of the target gene is MNIEVGNVSHTGAIISWSPSEPCLEDYYHIMYRPNWNSIFSGYLRYNFHHEEKVPRTITSVALEHLAPSTLYFLCISCKKAAFPYSHYCTMFHTLDKSPLAAGGSLVDPQISLWVLMAILLACFTAVLAFICLQFWCLRCHEPRWSYRAGQMEEANGLVRWPEETPALGQREEDLQGFPLEELPRKNSGARAKAEPEAEAIQDALEVVALAREIGNQPAILPHYRE. Result: 0 (no interaction). (7) The miRNA is hsa-miR-924 with sequence AGAGUCUUGUGAUGUCUUGC. The protein sequence of the target gene is MARPGPGVLGAPRLAPRLLLWLLLLLLQWPESAGAQAGPRAPCAAACTCAGDSLDCSGRGLATLPRDLPSWTRSLNLSYNRLSEIDSAAFEDLTNLQEVYLNSNELTAIPSLGAASIGVVSLFLQHNKILSVDGSQLKSYLSLEVLDLSSNNITEIRSSCFPNGLRIRELNLASNRISILESGAFDGLSRSLLTLRLSKNRITQLPVKAFKLPRLTQLDLNRNRIRLIEGLTFQGLDSLEVLRLQRNNISRLTDGAFWGLSKMHVLHLEYNSLVEVNSGSLYGLTALHQLHLSNNSISRI.... Result: 0 (no interaction). (8) The miRNA is mmu-miR-652-3p with sequence AAUGGCGCCACUAGGGUUGUG. The protein sequence of the target gene is MPPGGGGPMKDCEYSQISTHSSSPMESPHKKKKIAARRKWEVFPGRNKFFCNGRIMMARQTGVFYLTLVLILVTSGLFFAFDCPYLAVKITPAIPAVAGILFFFVMGTLLRTSFSDPGVLPRATPDEAADLERQIDIANGTSSGGYRPPPRTKEVIINGQTVKLKYCFTCKIFRPPRASHCSLCDNCVERFDHHCPWVGNCVGKRNYRFFYMFILSLSFLTVFIFAFVITHVILRSQQTGFLNALKDSPASVLEAVVCFFSVWSIVGLSGFHTYLISSNQTTNEDIKGSWSNKRGKENYN.... Result: 0 (no interaction). (9) The miRNA is hsa-miR-1279 with sequence UCAUAUUGCUUCUUUCU. Result: 0 (no interaction). The protein sequence of the target gene is MAGEDVGAPPDHLWVHQEGIYRDEYQRTWVAVVEEETSFLRARVQQIQVPLGDAARPSHLLTSQLPLMWQLYPEERYMDNNSRLWQIQHHLMVRGVQELLLKLLPDD. (10) The miRNA is hsa-miR-1224-3p with sequence CCCCACCUCCUCUCUCCUCAG. The protein sequence of the target gene is MDVKERRPYCSLTKSRREKERRYTNSSADNEECRVPTQKSYSSSETLKAFDHDSSRLLYGNRVKDLVHREADEFTRQGQNFTLRQLGVCEPATRRGLAFCAEMGLPHRGYSISAGSDADTENEAVMSPEHAMRLWGRGVKSGRSSCLSSRSNSALTLTDTEHENKSDSENEQPASNQGQSTLQPLPPSHKQHSAQHHPSITSLNRNSLTNRRNQSPAPPAALPAELQTTPESVQLQDSWVLGSNVPLESRHFLFKTGTGTTPLFSTATPGYTMASGSVYSPPTRPLPRNTLSRSAFKFKK.... Result: 0 (no interaction).